From a dataset of NCI-60 drug combinations with 297,098 pairs across 59 cell lines. Regression. Given two drug SMILES strings and cell line genomic features, predict the synergy score measuring deviation from expected non-interaction effect. (1) Drug 1: CC1=C2C(C(=O)C3(C(CC4C(C3C(C(C2(C)C)(CC1OC(=O)C(C(C5=CC=CC=C5)NC(=O)OC(C)(C)C)O)O)OC(=O)C6=CC=CC=C6)(CO4)OC(=O)C)OC)C)OC. Drug 2: C#CCC(CC1=CN=C2C(=N1)C(=NC(=N2)N)N)C3=CC=C(C=C3)C(=O)NC(CCC(=O)O)C(=O)O. Cell line: NCIH23. Synergy scores: CSS=54.5, Synergy_ZIP=15.9, Synergy_Bliss=16.7, Synergy_Loewe=14.7, Synergy_HSA=15.4. (2) Drug 1: CN(CC1=CN=C2C(=N1)C(=NC(=N2)N)N)C3=CC=C(C=C3)C(=O)NC(CCC(=O)O)C(=O)O. Drug 2: CC1C(C(CC(O1)OC2CC(CC3=C2C(=C4C(=C3O)C(=O)C5=C(C4=O)C(=CC=C5)OC)O)(C(=O)CO)O)N)O.Cl. Cell line: NCIH23. Synergy scores: CSS=42.0, Synergy_ZIP=-6.18, Synergy_Bliss=-9.75, Synergy_Loewe=-9.12, Synergy_HSA=-4.50. (3) Drug 1: C1=CC(=CC=C1CCC2=CNC3=C2C(=O)NC(=N3)N)C(=O)NC(CCC(=O)O)C(=O)O. Drug 2: CCC(=C(C1=CC=CC=C1)C2=CC=C(C=C2)OCCN(C)C)C3=CC=CC=C3.C(C(=O)O)C(CC(=O)O)(C(=O)O)O. Cell line: 786-0. Synergy scores: CSS=7.84, Synergy_ZIP=-9.03, Synergy_Bliss=-10.7, Synergy_Loewe=-20.1, Synergy_HSA=-8.72. (4) Drug 1: CCC1=CC2CC(C3=C(CN(C2)C1)C4=CC=CC=C4N3)(C5=C(C=C6C(=C5)C78CCN9C7C(C=CC9)(C(C(C8N6C)(C(=O)OC)O)OC(=O)C)CC)OC)C(=O)OC.C(C(C(=O)O)O)(C(=O)O)O. Drug 2: C(=O)(N)NO. Cell line: SK-MEL-28. Synergy scores: CSS=39.0, Synergy_ZIP=9.89, Synergy_Bliss=9.78, Synergy_Loewe=-38.3, Synergy_HSA=9.24. (5) Drug 1: CN(C)C1=NC(=NC(=N1)N(C)C)N(C)C. Drug 2: CC1C(C(=O)NC(C(=O)N2CCCC2C(=O)N(CC(=O)N(C(C(=O)O1)C(C)C)C)C)C(C)C)NC(=O)C3=C4C(=C(C=C3)C)OC5=C(C(=O)C(=C(C5=N4)C(=O)NC6C(OC(=O)C(N(C(=O)CN(C(=O)C7CCCN7C(=O)C(NC6=O)C(C)C)C)C)C(C)C)C)N)C. Cell line: MALME-3M. Synergy scores: CSS=-1.33, Synergy_ZIP=9.88, Synergy_Bliss=14.8, Synergy_Loewe=7.63, Synergy_HSA=8.86. (6) Drug 1: CS(=O)(=O)C1=CC(=C(C=C1)C(=O)NC2=CC(=C(C=C2)Cl)C3=CC=CC=N3)Cl. Drug 2: COC1=CC(=CC(=C1O)OC)C2C3C(COC3=O)C(C4=CC5=C(C=C24)OCO5)OC6C(C(C7C(O6)COC(O7)C8=CC=CS8)O)O. Cell line: OVCAR-8. Synergy scores: CSS=6.96, Synergy_ZIP=-1.81, Synergy_Bliss=-1.04, Synergy_Loewe=-4.98, Synergy_HSA=0.328. (7) Drug 1: C1CC(=O)NC(=O)C1N2CC3=C(C2=O)C=CC=C3N. Drug 2: CC1OCC2C(O1)C(C(C(O2)OC3C4COC(=O)C4C(C5=CC6=C(C=C35)OCO6)C7=CC(=C(C(=C7)OC)O)OC)O)O. Cell line: 786-0. Synergy scores: CSS=18.4, Synergy_ZIP=0.604, Synergy_Bliss=1.29, Synergy_Loewe=-9.16, Synergy_HSA=3.96. (8) Drug 1: C1=NC2=C(N=C(N=C2N1C3C(C(C(O3)CO)O)O)F)N. Drug 2: B(C(CC(C)C)NC(=O)C(CC1=CC=CC=C1)NC(=O)C2=NC=CN=C2)(O)O. Cell line: SR. Synergy scores: CSS=50.9, Synergy_ZIP=0.0528, Synergy_Bliss=-1.85, Synergy_Loewe=-14.5, Synergy_HSA=-3.96. (9) Drug 1: CC1=C(C=C(C=C1)NC(=O)C2=CC=C(C=C2)CN3CCN(CC3)C)NC4=NC=CC(=N4)C5=CN=CC=C5. Drug 2: CCC1(CC2CC(C3=C(CCN(C2)C1)C4=CC=CC=C4N3)(C5=C(C=C6C(=C5)C78CCN9C7C(C=CC9)(C(C(C8N6C)(C(=O)OC)O)OC(=O)C)CC)OC)C(=O)OC)O.OS(=O)(=O)O. Cell line: HOP-62. Synergy scores: CSS=-1.98, Synergy_ZIP=-0.597, Synergy_Bliss=-0.113, Synergy_Loewe=-0.251, Synergy_HSA=-2.19. (10) Drug 1: CC1=C2C(C(=O)C3(C(CC4C(C3C(C(C2(C)C)(CC1OC(=O)C(C(C5=CC=CC=C5)NC(=O)OC(C)(C)C)O)O)OC(=O)C6=CC=CC=C6)(CO4)OC(=O)C)OC)C)OC. Drug 2: CN1CCC(CC1)COC2=C(C=C3C(=C2)N=CN=C3NC4=C(C=C(C=C4)Br)F)OC. Cell line: SK-OV-3. Synergy scores: CSS=48.9, Synergy_ZIP=0.624, Synergy_Bliss=2.93, Synergy_Loewe=-5.27, Synergy_HSA=6.65.